From a dataset of NCI-60 drug combinations with 297,098 pairs across 59 cell lines. Regression. Given two drug SMILES strings and cell line genomic features, predict the synergy score measuring deviation from expected non-interaction effect. (1) Drug 1: C1=CN(C(=O)N=C1N)C2C(C(C(O2)CO)O)O.Cl. Drug 2: C1=NC2=C(N1)C(=S)N=CN2. Cell line: NCI-H522. Synergy scores: CSS=53.2, Synergy_ZIP=-5.20, Synergy_Bliss=-9.25, Synergy_Loewe=-5.49, Synergy_HSA=-2.86. (2) Drug 1: C1=C(C(=O)NC(=O)N1)N(CCCl)CCCl. Drug 2: CC1=C(C(=CC=C1)Cl)NC(=O)C2=CN=C(S2)NC3=CC(=NC(=N3)C)N4CCN(CC4)CCO. Cell line: MALME-3M. Synergy scores: CSS=23.1, Synergy_ZIP=-0.0686, Synergy_Bliss=5.00, Synergy_Loewe=-1.18, Synergy_HSA=-1.27. (3) Drug 2: CC1C(C(CC(O1)OC2CC(CC3=C2C(=C4C(=C3O)C(=O)C5=C(C4=O)C(=CC=C5)OC)O)(C(=O)CO)O)N)O.Cl. Synergy scores: CSS=57.2, Synergy_ZIP=-4.57, Synergy_Bliss=-6.62, Synergy_Loewe=-5.05, Synergy_HSA=-3.43. Cell line: KM12. Drug 1: B(C(CC(C)C)NC(=O)C(CC1=CC=CC=C1)NC(=O)C2=NC=CN=C2)(O)O.